The task is: Predict the reaction yield, written as a fraction of the theoretical maximum amount of product (1.0 means a 100% yield; for example, 0.34 means a 34% yield).. This data is from Reaction yield outcomes from USPTO patents with 853,638 reactions. The reactants are [N:1]([C:4]1[CH:5]=[C:6]([CH:9]=[CH:10][CH:11]=1)[C:7]#[N:8])=[C:2]=[O:3].[Br:12][C:13]1[CH:18]=[CH:17][C:16]([CH2:19][CH2:20][CH2:21][NH:22][CH3:23])=[CH:15][CH:14]=1. The catalyst is C(Cl)Cl. The product is [Br:12][C:13]1[CH:14]=[CH:15][C:16]([CH2:19][CH2:20][CH2:21][N:22]([CH3:23])[C:2]([NH:1][C:4]2[CH:11]=[CH:10][CH:9]=[C:6]([C:7]#[N:8])[CH:5]=2)=[O:3])=[CH:17][CH:18]=1. The yield is 0.880.